The task is: Regression. Given a peptide amino acid sequence and an MHC pseudo amino acid sequence, predict their binding affinity value. This is MHC class I binding data.. This data is from Peptide-MHC class I binding affinity with 185,985 pairs from IEDB/IMGT. The peptide sequence is SIKFKRKLM. The MHC is HLA-A26:01 with pseudo-sequence HLA-A26:01. The binding affinity (normalized) is 0.0847.